From a dataset of Reaction yield outcomes from USPTO patents with 853,638 reactions. Predict the reaction yield, written as a fraction of the theoretical maximum amount of product (1.0 means a 100% yield; for example, 0.34 means a 34% yield). (1) The reactants are [C:1]([N:8]1[CH2:13][CH2:12][NH:11][C@H:10]([C:14]([OH:16])=O)[CH2:9]1)([O:3][C:4]([CH3:7])([CH3:6])[CH3:5])=[O:2].C=O.[BH-](OC(C)=O)(OC(C)=O)O[C:21](C)=O.[Na+].[CH2:33]([N:40]1[CH2:46][CH2:45][CH2:44][NH:43][CH2:42][CH2:41]1)[C:34]1[CH:39]=[CH:38][CH:37]=[CH:36][CH:35]=1.CCN(C(C)C)C(C)C.CN(C(ON1N=NC2C=CC=CC1=2)=[N+](C)C)C.F[P-](F)(F)(F)(F)F. The catalyst is CO.CN(C=O)C. The product is [CH2:33]([N:40]1[CH2:46][CH2:45][CH2:44][N:43]([C:14]([CH:10]2[N:11]([CH3:21])[CH2:12][CH2:13][N:8]([C:1]([O:3][C:4]([CH3:5])([CH3:6])[CH3:7])=[O:2])[CH2:9]2)=[O:16])[CH2:42][CH2:41]1)[C:34]1[CH:35]=[CH:36][CH:37]=[CH:38][CH:39]=1. The yield is 0.710. (2) The reactants are C(OC(=O)[NH:7][C:8]1[CH:13]=[CH:12][CH:11]=[C:10]([C:14]2[CH:19]=[CH:18][C:17]([S:20]([N:23]3[CH2:27][CH2:26][CH2:25][CH:24]3[CH2:28][OH:29])(=[O:22])=[O:21])=[CH:16][CH:15]=2)[N:9]=1)(C)(C)C.[ClH:31].CO. No catalyst specified. The product is [ClH:31].[NH2:7][C:8]1[N:9]=[C:10]([C:14]2[CH:15]=[CH:16][C:17]([S:20]([N:23]3[CH2:27][CH2:26][CH2:25][C@@H:24]3[CH2:28][OH:29])(=[O:22])=[O:21])=[CH:18][CH:19]=2)[CH:11]=[CH:12][CH:13]=1. The yield is 0.860.